From a dataset of Full USPTO retrosynthesis dataset with 1.9M reactions from patents (1976-2016). Predict the reactants needed to synthesize the given product. Given the product [F:7][C:8]1[CH:9]=[C:10]([CH:14]=[C:15]([I:18])[C:16]=1[CH3:17])[C:11]([O:13][C:25]([CH3:28])([CH3:26])[CH3:24])=[O:12], predict the reactants needed to synthesize it. The reactants are: C(Cl)(=O)C(Cl)=O.[F:7][C:8]1[CH:9]=[C:10]([CH:14]=[C:15]([I:18])[C:16]=1[CH3:17])[C:11]([OH:13])=[O:12].CN(C)C=O.[CH3:24][C:25]([CH3:28])([O-])[CH3:26].[K+].